This data is from NCI-60 drug combinations with 297,098 pairs across 59 cell lines. The task is: Regression. Given two drug SMILES strings and cell line genomic features, predict the synergy score measuring deviation from expected non-interaction effect. Drug 1: C1=NC2=C(N=C(N=C2N1C3C(C(C(O3)CO)O)O)F)N. Drug 2: CC1=C(C(CCC1)(C)C)C=CC(=CC=CC(=CC(=O)O)C)C. Cell line: CAKI-1. Synergy scores: CSS=20.4, Synergy_ZIP=-5.10, Synergy_Bliss=-0.740, Synergy_Loewe=0.223, Synergy_HSA=2.24.